From a dataset of Full USPTO retrosynthesis dataset with 1.9M reactions from patents (1976-2016). Predict the reactants needed to synthesize the given product. Given the product [Cl:1][C:2]1[CH:7]=[CH:6][CH:5]=[CH:4][C:3]=1[C:8]1[CH:17]=[C:16]([N+:18]([O-:20])=[O:19])[CH:15]=[C:14]2[C:9]=1[CH2:10][NH:11][C:12](=[O:29])[N:13]2[C:21]1[C:26]([Cl:27])=[CH:25][CH:24]=[CH:23][C:22]=1[Cl:28], predict the reactants needed to synthesize it. The reactants are: [Cl:1][C:2]1[CH:7]=[CH:6][CH:5]=[CH:4][C:3]=1[C:8]1[CH:17]=[C:16]([N+:18]([O-:20])=[O:19])[CH:15]=[C:14]2[C:9]=1[CH2:10][N:11](CC1C=CC(OC)=CC=1)[C:12](=[O:29])[N:13]2[C:21]1[C:26]([Cl:27])=[CH:25][CH:24]=[CH:23][C:22]=1[Cl:28].